Dataset: Forward reaction prediction with 1.9M reactions from USPTO patents (1976-2016). Task: Predict the product of the given reaction. (1) Given the reactants [NH2:1][CH2:2][CH2:3][CH2:4][CH2:5][CH2:6][C:7]([OH:9])=[O:8].C(=O)([O-])[O-].[Na+].[Na+].[NH2:16][C:17](=[NH:22])S(O)(=O)=O, predict the reaction product. The product is: [NH:1]([CH2:2][CH2:3][CH2:4][CH2:5][CH2:6][C:7]([OH:9])=[O:8])[C:17]([NH2:22])=[NH:16]. (2) Given the reactants [CH3:1][CH:2]1[CH2:7][CH2:6][N:5]([C:8]2[CH:15]=[CH:14][C:11]([C:12]#N)=[CH:10][CH:9]=2)[CH2:4][CH2:3]1.[OH-:16].[K+].[OH2:18], predict the reaction product. The product is: [CH3:1][CH:2]1[CH2:7][CH2:6][N:5]([C:8]2[CH:15]=[CH:14][C:11]([C:12]([OH:18])=[O:16])=[CH:10][CH:9]=2)[CH2:4][CH2:3]1.